From a dataset of Full USPTO retrosynthesis dataset with 1.9M reactions from patents (1976-2016). Predict the reactants needed to synthesize the given product. (1) Given the product [Br:16][CH2:12][C:11]([C:5]1[CH:6]=[C:7]([N+:8]([O-:10])=[O:9])[C:2]([OH:1])=[C:3]([O:14][CH3:15])[CH:4]=1)=[O:13], predict the reactants needed to synthesize it. The reactants are: [OH:1][C:2]1[C:7]([N+:8]([O-:10])=[O:9])=[CH:6][C:5]([C:11](=[O:13])[CH3:12])=[CH:4][C:3]=1[O:14][CH3:15].[Br:16]Br.CCCCC. (2) Given the product [NH2:18][CH:11]([C:12]1[CH:17]=[CH:16][CH:15]=[CH:14][CH:13]=1)[CH2:10][NH:9][C:4]1[CH:5]=[CH:6][CH:7]=[CH:8][C:3]=1[O:2][CH3:1], predict the reactants needed to synthesize it. The reactants are: [CH3:1][O:2][C:3]1[CH:8]=[CH:7][CH:6]=[CH:5][C:4]=1[NH:9][CH2:10][CH:11]([NH:18]C(=O)OC(C)(C)C)[C:12]1[CH:17]=[CH:16][CH:15]=[CH:14][CH:13]=1. (3) Given the product [CH:22]1[C:17]2[CH2:16][C@H:15]3[N:5]([CH2:4][CH:3]4[CH2:1][CH2:2]4)[CH2:6][CH2:7][C@:8]45[C@H:9]([C:10]([CH2:12][CH2:13][C@@:14]34[OH:25])=[O:11])[O:24][C:19]([C:18]=25)=[C:20]([OH:23])[CH:21]=1.[ClH:26], predict the reactants needed to synthesize it. The reactants are: [CH2:1]1[CH:3]([CH2:4][N:5]2[C@@H:15]3[CH2:16][C:17]4[CH:22]=[CH:21][C:20]([OH:23])=[C:19]5[O:24][CH:9]6[C:10]([CH2:12][CH2:13][C@:14]3([OH:25])[C@:8]6([C:18]=45)[CH2:7][CH2:6]2)=[O:11])[CH2:2]1.[ClH:26].